This data is from Full USPTO retrosynthesis dataset with 1.9M reactions from patents (1976-2016). The task is: Predict the reactants needed to synthesize the given product. (1) Given the product [Cl:1][C:2]1[CH:10]=[C:9]2[C:5]([C:6]([C:11]([OH:26])=[O:12])=[CH:7][NH:8]2)=[CH:4][C:3]=1[C:13]1[CH:18]=[CH:17][C:16]([C:19]2([OH:23])[CH2:22][CH2:21][CH2:20]2)=[CH:15][C:14]=1[F:24], predict the reactants needed to synthesize it. The reactants are: [Cl:1][C:2]1[CH:10]=[C:9]2[C:5]([C:6]([CH:11]=[O:12])=[CH:7][NH:8]2)=[CH:4][C:3]=1[C:13]1[CH:18]=[CH:17][C:16]([C:19]2([OH:23])[CH2:22][CH2:21][CH2:20]2)=[CH:15][C:14]=1[F:24].Cl([O-])=[O:26].[Na+].O.OP([O-])(O)=O.[Na+].CC(=CC)C. (2) The reactants are: Cl.[NH:2]1[CH2:7][CH2:6][CH:5]([NH:8][C:9]([C:11]2[C:15]3[N:16]=[CH:17][N:18]=[C:19]([C:20]4[CH:25]=[C:24]([F:26])[C:23]([OH:27])=[CH:22][C:21]=4[O:28][CH2:29][CH:30]4[CH2:32][CH2:31]4)[C:14]=3[NH:13][CH:12]=2)=[O:10])[CH2:4][CH2:3]1.Cl[C:34]([C@@H:36]([O:38]C(=O)C)[CH3:37])=[O:35]. Given the product [OH:38][C@@H:36]([CH3:37])[C:34]([N:2]1[CH2:3][CH2:4][CH:5]([NH:8][C:9]([C:11]2[C:15]3[N:16]=[CH:17][N:18]=[C:19]([C:20]4[CH:25]=[C:24]([F:26])[C:23]([OH:27])=[CH:22][C:21]=4[O:28][CH2:29][CH:30]4[CH2:32][CH2:31]4)[C:14]=3[NH:13][CH:12]=2)=[O:10])[CH2:6][CH2:7]1)=[O:35], predict the reactants needed to synthesize it. (3) Given the product [C:1]([C:3]1[CH:12]=[CH:11][C:10]2[C:5](=[CH:6][CH:7]=[C:8]([CH2:13][C:14]3[CH:15]=[C:16]([CH:22]=[CH:23][N:24]=3)[C:17]([OH:19])=[O:18])[CH:9]=2)[N:4]=1)#[N:2], predict the reactants needed to synthesize it. The reactants are: [C:1]([C:3]1[CH:12]=[CH:11][C:10]2[C:5](=[CH:6][CH:7]=[C:8]([CH2:13][C:14]3[CH:15]=[C:16]([CH:22]=[CH:23][N:24]=3)[C:17]([O:19]CC)=[O:18])[CH:9]=2)[N:4]=1)#[N:2].O.[OH-].[Li+].Cl.C(Cl)Cl. (4) Given the product [N:1]1[CH:6]=[CH:5][CH:4]=[CH:3][C:2]=1[C:7]1([C:8]#[N:9])[CH2:16][CH2:15][CH2:14][CH2:13][CH2:12][CH2:11]1, predict the reactants needed to synthesize it. The reactants are: [N:1]1[CH:6]=[CH:5][CH:4]=[CH:3][C:2]=1[CH2:7][C:8]#[N:9].Br[CH2:11][CH2:12][CH2:13][CH2:14][CH2:15][CH2:16]Br.C[Si]([N-][Si](C)(C)C)(C)C.[Li+].